Dataset: Peptide-MHC class I binding affinity with 185,985 pairs from IEDB/IMGT. Task: Regression. Given a peptide amino acid sequence and an MHC pseudo amino acid sequence, predict their binding affinity value. This is MHC class I binding data. (1) The binding affinity (normalized) is 0.0944. The MHC is HLA-A11:01 with pseudo-sequence HLA-A11:01. The peptide sequence is KGSGKMKTE. (2) The MHC is HLA-B07:02 with pseudo-sequence HLA-B07:02. The peptide sequence is DPEKFNARMA. The binding affinity (normalized) is 0. (3) The peptide sequence is KVVDTFISY. The MHC is HLA-A11:01 with pseudo-sequence HLA-A11:01. The binding affinity (normalized) is 0.852. (4) The peptide sequence is KPVSDLYTSM. The MHC is HLA-B07:02 with pseudo-sequence HLA-B07:02. The binding affinity (normalized) is 1.00. (5) The peptide sequence is VIANSTNAT. The MHC is HLA-B57:01 with pseudo-sequence HLA-B57:01. The binding affinity (normalized) is 0.0847. (6) The peptide sequence is TAVCMKCFK. The MHC is HLA-A03:01 with pseudo-sequence HLA-A03:01. The binding affinity (normalized) is 0.505.